From a dataset of Forward reaction prediction with 1.9M reactions from USPTO patents (1976-2016). Predict the product of the given reaction. (1) Given the reactants C(OS([C:9]1[CH:14]=[CH:13][C:12](C)=CC=1)(=O)=O)CC#C.[C:16]([NH2:20])([CH3:19])([CH3:18])[CH3:17], predict the reaction product. The product is: [C:16]([NH:20][CH2:9][CH2:14][C:13]#[CH:12])([CH3:19])([CH3:18])[CH3:17]. (2) Given the reactants [Cl:1][C:2]([Cl:8])([Cl:7])[C:3]([CH3:6])([OH:5])[CH3:4].[Cl:9][C:10]([CH3:16])([CH3:15])[C:11]([O:13][CH3:14])=[O:12], predict the reaction product. The product is: [C:11]([O:13][CH3:14])(=[O:12])[C:10]([CH3:16])=[CH2:15].[C:11]([OH:13])(=[O:12])[C:10]([CH3:16])=[CH2:15].[C:11]([O:5][C:3]([CH3:6])([CH3:4])[C:2]([Cl:8])([Cl:7])[Cl:1])(=[O:12])[C:10]([CH3:16])=[CH2:15].[Cl:9][C:10]([CH3:16])([CH3:15])[C:11]([O:5][C:3]([CH3:6])([CH3:4])[C:2]([Cl:8])([Cl:7])[Cl:1])=[O:12]. (3) Given the reactants [N:1]([C:4]1[CH:5]=[C:6]([C:12]([F:15])([F:14])[F:13])[C:7]([C:10]#[N:11])=[N:8][CH:9]=1)=[C:2]=[S:3].[C:16]([C:18]1([NH:22][C:23]2[CH:32]=[CH:31][C:26]([C:27]([NH:29][CH3:30])=[O:28])=[C:25]([F:33])[CH:24]=2)[CH2:21][CH2:20][CH2:19]1)#N.CN(C)C=[O:37].Cl, predict the reaction product. The product is: [C:10]([C:7]1[N:8]=[CH:9][C:4]([N:1]2[C:16](=[O:37])[C:18]3([CH2:21][CH2:20][CH2:19]3)[N:22]([C:23]3[CH:32]=[CH:31][C:26]([C:27]([NH:29][CH3:30])=[O:28])=[C:25]([F:33])[CH:24]=3)[C:2]2=[S:3])=[CH:5][C:6]=1[C:12]([F:15])([F:13])[F:14])#[N:11]. (4) Given the reactants C([N:20]1[CH:24]=[C:23]([C:25]2[CH:30]=[CH:29][C:28]([C@H:31]3[CH2:33][C@@H:32]3[C:34]([O:36][CH2:37][CH3:38])=[O:35])=[CH:27][CH:26]=2)[N:22]=[CH:21]1)(C1C=CC=CC=1)(C1C=CC=CC=1)C1C=CC=CC=1, predict the reaction product. The product is: [NH:20]1[CH:24]=[C:23]([C:25]2[CH:26]=[CH:27][C:28]([C@H:31]3[CH2:33][C@@H:32]3[C:34]([O:36][CH2:37][CH3:38])=[O:35])=[CH:29][CH:30]=2)[N:22]=[CH:21]1. (5) Given the reactants [C:1]([C:3]1[CH:8]=[CH:7][C:6]([CH:9]([CH3:13])[C:10]([OH:12])=O)=[CH:5][C:4]=1[O:14][CH3:15])#[N:2].[CH3:16][CH:17]1[CH2:22][CH2:21][N:20]([C:23]2[C:28]([CH2:29][NH2:30])=[CH:27][CH:26]=[C:25]([C:31]([F:34])([F:33])[F:32])[N:24]=2)[CH2:19][CH2:18]1.CN(C)CCCN=C=NCC.ON1C2C=CC=CC=2N=N1.C(N(CC)CC)C, predict the reaction product. The product is: [C:1]([C:3]1[CH:8]=[CH:7][C:6]([CH:9]([CH3:13])[C:10]([NH:30][CH2:29][C:28]2[C:23]([N:20]3[CH2:21][CH2:22][CH:17]([CH3:16])[CH2:18][CH2:19]3)=[N:24][C:25]([C:31]([F:34])([F:32])[F:33])=[CH:26][CH:27]=2)=[O:12])=[CH:5][C:4]=1[O:14][CH3:15])#[N:2]. (6) Given the reactants [F:1][C:2]1[CH:7]=[CH:6][CH:5]=[CH:4][C:3]=1[CH2:8][CH2:9][CH:10](C(OC)=O)[C:11]([O:13]C)=[O:12].[OH-].[Na+].C(O)C, predict the reaction product. The product is: [F:1][C:2]1[CH:7]=[CH:6][CH:5]=[CH:4][C:3]=1[CH2:8][CH2:9][CH2:10][C:11]([OH:13])=[O:12].